From a dataset of Forward reaction prediction with 1.9M reactions from USPTO patents (1976-2016). Predict the product of the given reaction. Given the reactants [O:1]1[CH2:6][CH2:5][O:4][CH2:3][CH:2]1[CH:7](/[N:9]=[C:10](\[CH3:23])/[CH:11]([C:16]1[CH:21]=[CH:20][CH:19]=[CH:18][C:17]=1Br)[C:12]([O:14][CH3:15])=[O:13])[CH3:8].CC(C)([O-])C.[Na+], predict the reaction product. The product is: [O:1]1[CH2:6][CH2:5][O:4][CH2:3][CH:2]1[CH:7]([N:9]1[C:21]2[C:16](=[CH:17][CH:18]=[CH:19][CH:20]=2)[C:11]([C:12]([O:14][CH3:15])=[O:13])=[C:10]1[CH3:23])[CH3:8].